Dataset: Experimental lipophilicity measurements (octanol/water distribution) for 4,200 compounds from AstraZeneca. Task: Regression/Classification. Given a drug SMILES string, predict its absorption, distribution, metabolism, or excretion properties. Task type varies by dataset: regression for continuous measurements (e.g., permeability, clearance, half-life) or binary classification for categorical outcomes (e.g., BBB penetration, CYP inhibition). For this dataset (lipophilicity_astrazeneca), we predict Y. (1) The drug is COc1cc2ncnc(Nc3ccc(F)c(Cl)c3)c2cc1OCCCN1CCCCC1. The Y is 3.30 logD. (2) The compound is CCN(C(=O)Cc1ccc(S(C)(=O)=O)cc1)C1CCN(CC[C@@H](c2ccc(F)cc2)c2ccc(S(C)(=O)=O)cc2)CC1. The Y is 1.88 logD. (3) The molecule is CCC[C@H](CO)Nc1nc(S[C@@H](C)c2cccc(C#N)c2)nc2[nH]c(=O)sc12. The Y is 3.70 logD. (4) The compound is CCS(=O)(=O)c1ccc(-c2cc(Cl)ccc2OCC(=O)O)cc1. The Y is -0.780 logD.